From a dataset of Forward reaction prediction with 1.9M reactions from USPTO patents (1976-2016). Predict the product of the given reaction. (1) Given the reactants [Cl:1][C:2]1[CH:9]=[CH:8][C:7]([N+:10]([O-:12])=[O:11])=[CH:6][C:3]=1[C:4]#[N:5].C[O-].[Na+].[Cl-].[NH4+:17], predict the reaction product. The product is: [ClH:1].[Cl:1][C:2]1[CH:9]=[CH:8][C:7]([N+:10]([O-:12])=[O:11])=[CH:6][C:3]=1[C:4]([NH2:17])=[NH:5]. (2) Given the reactants [CH3:1][C:2]1([CH3:33])[C:10]2[C:5](=[CH:6][CH:7]=[C:8]([C:11]3[CH:16]=[CH:15][C:14]([C:17]([F:20])([F:19])[F:18])=[CH:13][CH:12]=3)[CH:9]=2)[N:4](S(C2C=CC([N+]([O-])=O)=CC=2)(=O)=O)[CH2:3]1.[OH-].[Na+].C(O)(=S)C.C(OCC)(=O)C, predict the reaction product. The product is: [CH3:1][C:2]1([CH3:33])[C:10]2[C:5](=[CH:6][CH:7]=[C:8]([C:11]3[CH:16]=[CH:15][C:14]([C:17]([F:20])([F:18])[F:19])=[CH:13][CH:12]=3)[CH:9]=2)[NH:4][CH2:3]1. (3) Given the reactants [Cl:1][C:2]1[CH:3]=[C:4](B2OC(C)(C)C(C)(C)O2)[CH:5]=[C:6]([F:9])[C:7]=1[F:8].Br[C:20]([C:22]([F:25])([F:24])[F:23])=[CH2:21].C([O-])([O-])=O.[Na+].[Na+].[OH:32][N:33]=[C:34](Cl)[C:35]1[CH:46]=[CH:45][C:38]2[B:39]([OH:44])[O:40][C:41]([CH3:43])([CH3:42])[C:37]=2[CH:36]=1, predict the reaction product. The product is: [Cl:1][C:2]1[CH:3]=[C:4]([C:20]2([C:22]([F:25])([F:24])[F:23])[O:32][N:33]=[C:34]([C:35]3[CH:46]=[CH:45][C:38]4[B:39]([OH:44])[O:40][C:41]([CH3:43])([CH3:42])[C:37]=4[CH:36]=3)[CH2:21]2)[CH:5]=[C:6]([F:9])[C:7]=1[F:8]. (4) Given the reactants [NH2:1][C:2]([CH3:12])([CH3:11])[C:3]([C:5]1[CH:10]=[CH:9][CH:8]=[CH:7][CH:6]=1)=[O:4].CC1C=CC(S(O)(=O)=O)=CC=1.[C:24]1([C:34]2[CH:39]=[CH:38][CH:37]=[CH:36][CH:35]=2)[CH:29]=[CH:28][C:27]([S:30](Cl)(=[O:32])=[O:31])=[CH:26][CH:25]=1.C(N(CC)CC)C, predict the reaction product. The product is: [CH3:11][C:2]([NH:1][S:30]([C:27]1[CH:26]=[CH:25][C:24]([C:34]2[CH:39]=[CH:38][CH:37]=[CH:36][CH:35]=2)=[CH:29][CH:28]=1)(=[O:32])=[O:31])([CH3:12])[C:3](=[O:4])[C:5]1[CH:10]=[CH:9][CH:8]=[CH:7][CH:6]=1.